From a dataset of Full USPTO retrosynthesis dataset with 1.9M reactions from patents (1976-2016). Predict the reactants needed to synthesize the given product. (1) The reactants are: [CH2:1]([O:3][C:4]1[C:5]([O:19][CH2:20][C:21]2[CH:26]=[CH:25][C:24]([O:27][CH3:28])=[CH:23][CH:22]=2)=[N:6][CH:7]=[C:8](B2OC(C)(C)C(C)(C)O2)[CH:9]=1)[CH3:2].Br[C:30]1[CH:35]=[CH:34][C:33]([CH2:36][C:37]([NH:39][C:40]2[CH:41]=[N:42][C:43]([O:50][CH2:51][CH3:52])=[C:44]([C:46]([F:49])([F:48])[F:47])[CH:45]=2)=[O:38])=[C:32]([F:53])[CH:31]=1.C(=O)([O-])[O-].[Cs+].[Cs+]. Given the product [CH2:51]([O:50][C:43]1[N:42]=[CH:41][C:40]([NH:39][C:37](=[O:38])[CH2:36][C:33]2[CH:34]=[CH:35][C:30]([C:8]3[CH:7]=[N:6][C:5]([O:19][CH2:20][C:21]4[CH:22]=[CH:23][C:24]([O:27][CH3:28])=[CH:25][CH:26]=4)=[C:4]([O:3][CH2:1][CH3:2])[CH:9]=3)=[CH:31][C:32]=2[F:53])=[CH:45][C:44]=1[C:46]([F:47])([F:49])[F:48])[CH3:52], predict the reactants needed to synthesize it. (2) Given the product [OH:1][C:2]1[CH:3]=[C:4]([CH:8]([CH:9]2[C:10](=[O:18])[O:11][C:12]([CH3:16])([CH3:17])[O:13][C:14]2=[O:15])[CH2:21][CH:20]=[CH2:19])[CH:5]=[CH:6][CH:7]=1, predict the reactants needed to synthesize it. The reactants are: [OH:1][C:2]1[CH:3]=[C:4]([CH:8]=[C:9]2[C:14](=[O:15])[O:13][C:12]([CH3:17])([CH3:16])[O:11][C:10]2=[O:18])[CH:5]=[CH:6][CH:7]=1.[CH2:19]([Mg]Cl)[CH:20]=[CH2:21]. (3) Given the product [NH2:25][C:24]1[N:12]([C:3]2[CH:4]=[CH:5][C:6]([S:8]([CH3:11])(=[O:10])=[O:9])=[CH:7][C:2]=2[F:1])[N:13]=[CH:20][C:21]=1[C:22]#[N:23], predict the reactants needed to synthesize it. The reactants are: [F:1][C:2]1[CH:7]=[C:6]([S:8]([CH3:11])(=[O:10])=[O:9])[CH:5]=[CH:4][C:3]=1[NH:12][NH2:13].C[O-].[Na+].C(O[CH:20]=[C:21]([C:24]#[N:25])[C:22]#[N:23])C. (4) Given the product [CH3:12][C:11]1[C:10]2[C:5](=[CH:6][CH:7]=[CH:8][CH:9]=2)[CH:4]=[C:3]([C:13]([O:15][CH3:16])=[O:14])[C:2]=1[O:1][CH2:17][CH2:18][CH3:19], predict the reactants needed to synthesize it. The reactants are: [OH:1][C:2]1[C:3]([C:13]([O:15][CH3:16])=[O:14])=[CH:4][C:5]2[C:10]([C:11]=1[CH3:12])=[CH:9][CH:8]=[CH:7][CH:6]=2.[CH2:17](I)[CH2:18][CH3:19].C(=O)([O-])[O-].[K+].[K+]. (5) The reactants are: [Na].[NH:2]1[C:6]2([CH2:10][CH2:9][CH2:8][CH2:7]2)[CH2:5][N:4]=[C:3]1[NH2:11].[C:12](OCC)(=[O:17])[CH2:13][C:14]([O-])=[O:15]. Given the product [OH:17][C:12]1[N:11]=[C:3]2[NH:2][C:6]3([CH2:10][CH2:9][CH2:8][CH2:7]3)[CH2:5][N:4]2[C:14](=[O:15])[CH:13]=1, predict the reactants needed to synthesize it. (6) Given the product [OH:19][C@@H:17]1[CH2:18][N:14]2[C@H:15]([C:20](=[O:21])[N:10]([C:4]3[CH:5]=[CH:6][C:7]([C:8]#[N:9])=[C:2]([Cl:1])[C:3]=3[CH3:23])[S:11]2(=[O:13])=[O:12])[CH2:16]1, predict the reactants needed to synthesize it. The reactants are: [Cl:1][C:2]1[C:3]([CH3:23])=[C:4]([NH:10][S:11]([N:14]2[CH2:18][C@@H:17]([OH:19])[CH2:16][C@H:15]2[C:20](O)=[O:21])(=[O:13])=[O:12])[CH:5]=[CH:6][C:7]=1[C:8]#[N:9].C1CCC(N=C=NC2CCCCC2)CC1.[N+](C1C=CC=CC=1O)([O-])=O. (7) Given the product [Cl:11][C:3]1[CH:4]=[CH:5][C:6]([CH2:8][O:9][CH3:10])=[CH:7][C:2]=1[B:12]1[O:16][C:15]([CH3:18])([CH3:17])[C:14]([CH3:20])([CH3:19])[O:13]1, predict the reactants needed to synthesize it. The reactants are: Br[C:2]1[CH:7]=[C:6]([CH2:8][O:9][CH3:10])[CH:5]=[CH:4][C:3]=1[Cl:11].[B:12]1([B:12]2[O:16][C:15]([CH3:18])([CH3:17])[C:14]([CH3:20])([CH3:19])[O:13]2)[O:16][C:15]([CH3:18])([CH3:17])[C:14]([CH3:20])([CH3:19])[O:13]1.C([O-])(=O)C.[K+]. (8) Given the product [ClH:1].[C@@H:13]12[NH:15][C@@H:10]([CH2:11][CH2:12]1)[CH2:9][N:8]([C:6]1[CH:5]=[CH:4][N:3]=[C:2]([NH:30][C:28]3[CH:27]=[N:26][N:25]([CH3:24])[CH:29]=3)[N:7]=1)[CH2:14]2, predict the reactants needed to synthesize it. The reactants are: [Cl:1][C:2]1[N:7]=[C:6]([N:8]2[CH2:14][C@H:13]3[N:15](C(OC(C)(C)C)=O)[C@H:10]([CH2:11][CH2:12]3)[CH2:9]2)[CH:5]=[CH:4][N:3]=1.Cl.[CH3:24][N:25]1[CH:29]=[C:28]([NH2:30])[CH:27]=[N:26]1. (9) Given the product [Br:13][C:9]1[CH:8]=[C:7]([CH:12]=[CH:11][CH:10]=1)[CH2:6][C:2]1[S:21][C:15]([C:16]([O:18][CH2:19][CH3:20])=[O:17])=[N:14][C:3]=1[CH3:4], predict the reactants needed to synthesize it. The reactants are: Br[CH:2]([CH2:6][C:7]1[CH:12]=[CH:11][CH:10]=[C:9]([Br:13])[CH:8]=1)[C:3](=O)[CH3:4].[NH2:14][C:15](=[S:21])[C:16]([O:18][CH2:19][CH3:20])=[O:17]. (10) Given the product [OH:1][NH:2][C:3]([C:5]1[CH:6]=[CH:7][C:8]([CH2:11][C:12]([OH:14])=[O:13])=[CH:9][CH:10]=1)=[NH:4], predict the reactants needed to synthesize it. The reactants are: [OH:1][NH:2][C:3]([C:5]1[CH:10]=[CH:9][C:8]([CH2:11][C:12]([O:14]C)=[O:13])=[CH:7][CH:6]=1)=[NH:4].